Dataset: Catalyst prediction with 721,799 reactions and 888 catalyst types from USPTO. Task: Predict which catalyst facilitates the given reaction. (1) Reactant: C(OC([NH:8][C:9]1[S:13][C:12]([C:14]2[C:19]([F:20])=[CH:18][CH:17]=[CH:16][C:15]=2[F:21])=[N:11][C:10]=1[C:22]([NH:24][C:25]1[CH:29]=[N:28][N:27]([CH3:30])[C:26]=1[CH:31]1[CH2:37][O:36][CH2:35][CH:34]([NH:38]C(=O)OC(C)(C)C)[CH2:33][CH2:32]1)=[O:23])=O)(C)(C)C.Cl. Product: [NH2:8][C:9]1[S:13][C:12]([C:14]2[C:15]([F:21])=[CH:16][CH:17]=[CH:18][C:19]=2[F:20])=[N:11][C:10]=1[C:22]([NH:24][C:25]1[CH:29]=[N:28][N:27]([CH3:30])[C:26]=1[CH:31]1[CH2:32][CH2:33][CH:34]([NH2:38])[CH2:35][O:36][CH2:37]1)=[O:23]. The catalyst class is: 169. (2) Reactant: [Cl:1][C:2]1[C:11]2[C:6](=[CH:7][C:8]([O:14][CH3:15])=[C:9]([O:12][CH3:13])[CH:10]=2)[N:5]=[CH:4][CH:3]=1.[Cl:16][C:17]1[CH:18]=[CH:19][C:20]([OH:31])=[C:21]([CH:30]=1)[C:22]([C:24]1[CH:29]=[CH:28][CH:27]=[CH:26][CH:25]=1)=[O:23].[OH-].[Na+]. Product: [ClH:1].[Cl:16][C:17]1[CH:18]=[CH:19][C:20]([O:31][C:2]2[C:11]3[C:6](=[CH:7][C:8]([O:14][CH3:15])=[C:9]([O:12][CH3:13])[CH:10]=3)[N:5]=[CH:4][CH:3]=2)=[C:21]([C:22]([C:24]2[CH:29]=[CH:28][CH:27]=[CH:26][CH:25]=2)=[O:23])[CH:30]=1. The catalyst class is: 22. (3) Reactant: [N:1]1([C:11]([C:13]2[CH:17]=[C:16]([CH:18]3[CH2:23][CH2:22][NH:21][CH2:20][CH2:19]3)[S:15][CH:14]=2)=[O:12])[C@@H:10]2[C@@H:5]([CH2:6][CH2:7][CH2:8][CH2:9]2)[CH2:4][CH2:3][CH2:2]1.C(N(CC)CC)C.[CH3:31][S:32](Cl)(=[O:34])=[O:33]. Product: [CH3:31][S:32]([N:21]1[CH2:20][CH2:19][CH:18]([C:16]2[S:15][CH:14]=[C:13]([C:11]([N:1]3[C@@H:10]4[C@@H:5]([CH2:6][CH2:7][CH2:8][CH2:9]4)[CH2:4][CH2:3][CH2:2]3)=[O:12])[CH:17]=2)[CH2:23][CH2:22]1)(=[O:34])=[O:33]. The catalyst class is: 4. (4) Reactant: [OH:1][C:2]1[C:3]([N+:13]([O-:15])=[O:14])=[C:4]2[C:9](=[CH:10][CH:11]=1)[C:8](=[O:12])[CH2:7][CH2:6][CH2:5]2.[N:16]1([CH2:21][C@@H:22]([C:24]2[CH:25]=[N:26][CH:27]=[CH:28][CH:29]=2)O)[CH:20]=[CH:19][N:18]=[CH:17]1.C1(P(C2C=CC=CC=2)C2C=CC=CC=2)C=CC=CC=1.CCOC(/N=N/C(OCC)=O)=O. Product: [N:16]1([CH2:21][C@H:22]([C:24]2[CH:25]=[N:26][CH:27]=[CH:28][CH:29]=2)[O:1][C:2]2[C:3]([N+:13]([O-:15])=[O:14])=[C:4]3[C:9](=[CH:10][CH:11]=2)[C:8](=[O:12])[CH2:7][CH2:6][CH2:5]3)[CH:20]=[CH:19][N:18]=[CH:17]1. The catalyst class is: 1. (5) Reactant: Cl[C:2]1[N:3]=[N:4][C:5]([C:8]([F:11])([F:10])[F:9])=[CH:6][CH:7]=1.C(=O)([O-])[O-].[K+].[K+].[C:18]([CH2:20][C:21]([O:23][C:24]([CH3:27])([CH3:26])[CH3:25])=[O:22])#[N:19].Cl. Product: [C:18]([CH:20]([C:2]1[N:3]=[N:4][C:5]([C:8]([F:11])([F:10])[F:9])=[CH:6][CH:7]=1)[C:21]([O:23][C:24]([CH3:27])([CH3:26])[CH3:25])=[O:22])#[N:19]. The catalyst class is: 179. (6) Reactant: [N+:1]([C:4]1[CH:9]=[CH:8][C:7]([N:10]2[CH2:15][CH2:14][NH:13][CH2:12][CH2:11]2)=[CH:6][CH:5]=1)([O-:3])=[O:2].[CH2:16]1[CH2:22][S:19](=[O:21])(=[O:20])[O:18][CH2:17]1. Product: [N+:1]([C:4]1[CH:5]=[CH:6][C:7]([N:10]2[CH2:15][CH2:14][N:13]([CH2:17][CH2:16][CH2:22][S:19]([OH:21])(=[O:20])=[O:18])[CH2:12][CH2:11]2)=[CH:8][CH:9]=1)([O-:3])=[O:2]. The catalyst class is: 21. (7) The catalyst class is: 66. Product: [Cl:1][C:2]1[CH:3]=[CH:4][C:5]([C:8]2([CH3:35])[C:12]([C:14]3[CH:15]=[CH:16][C:17]([Cl:20])=[CH:18][CH:19]=3)([CH3:13])[N:11]([C:36]([Cl:38])=[O:37])[C:10]([C:21]3[CH:26]=[CH:25][C:24]([C:27]([C:28]#[N:29])([CH3:30])[CH3:31])=[CH:23][C:22]=3[O:32][CH2:33][CH3:34])=[N:9]2)=[CH:6][CH:7]=1. Reactant: [Cl:1][C:2]1[CH:7]=[CH:6][C:5]([C:8]2([CH3:35])[C:12]([C:14]3[CH:19]=[CH:18][C:17]([Cl:20])=[CH:16][CH:15]=3)([CH3:13])[NH:11][C:10]([C:21]3[CH:26]=[CH:25][C:24]([C:27]([CH3:31])([CH3:30])[C:28]#[N:29])=[CH:23][C:22]=3[O:32][CH2:33][CH3:34])=[N:9]2)=[CH:4][CH:3]=1.[C:36](Cl)([Cl:38])=[O:37].